The task is: Predict the product of the given reaction.. This data is from Forward reaction prediction with 1.9M reactions from USPTO patents (1976-2016). (1) Given the reactants [NH:1](C(OCC1C2C(=CC=CC=2)C2C1=CC=CC=2)=O)[C@H:2]([C:15]([NH:17][C@H:18]([C:34]([O:36]C)=[O:35])[CH2:19][CH2:20][CH2:21][CH2:22][NH:23][C:24]([O:26][CH2:27][C:28]1[CH:33]=[CH:32][CH:31]=[CH:30][CH:29]=1)=[O:25])=[O:16])[CH2:3][C:4]1[CH:9]=[CH:8][C:7]([O:10][C:11]([CH3:14])([CH3:13])[CH3:12])=[CH:6][CH:5]=1.CNC.[NH:58]([C:78]([O:80][C:81]([CH3:84])([CH3:83])[CH3:82])=[O:79])[C@H:59]([C:75]([OH:77])=O)[CH2:60][CH2:61][CH2:62][CH2:63][NH:64][C:65]([O:67][CH2:68][C:69]1[CH:74]=[CH:73][CH:72]=[CH:71][CH:70]=1)=[O:66].C1C=CC2N(O)N=NC=2C=1.CCN=C=NCCCN(C)C.Cl, predict the reaction product. The product is: [NH:58]([C:78]([O:80][C:81]([CH3:84])([CH3:83])[CH3:82])=[O:79])[C@H:59]([C:75]([NH:1][C@H:2]([C:15]([NH:17][C@H:18]([C:34]([OH:36])=[O:35])[CH2:19][CH2:20][CH2:21][CH2:22][NH:23][C:24]([O:26][CH2:27][C:28]1[CH:29]=[CH:30][CH:31]=[CH:32][CH:33]=1)=[O:25])=[O:16])[CH2:3][C:4]1[CH:5]=[CH:6][C:7]([O:10][C:11]([CH3:13])([CH3:14])[CH3:12])=[CH:8][CH:9]=1)=[O:77])[CH2:60][CH2:61][CH2:62][CH2:63][NH:64][C:65]([O:67][CH2:68][C:69]1[CH:70]=[CH:71][CH:72]=[CH:73][CH:74]=1)=[O:66]. (2) Given the reactants [CH2:1]([N:8]1[CH2:12][CH2:11][N:10]([C:13]2[S:14][C:15]([C:19]([NH2:21])=O)=[C:16]([CH3:18])[N:17]=2)[C:9]1=[O:22])[C:2]1[CH:7]=[CH:6][CH:5]=[CH:4][CH:3]=1.CO[C:25](OC)([N:27](C)C)[CH3:26].O.[NH2:33]N.C(OCC)(=O)C, predict the reaction product. The product is: [CH2:1]([N:8]1[CH2:12][CH2:11][N:10]([C:13]2[S:14][C:15]([C:19]3[NH:27][C:25]([CH3:26])=[N:33][N:21]=3)=[C:16]([CH3:18])[N:17]=2)[C:9]1=[O:22])[C:2]1[CH:7]=[CH:6][CH:5]=[CH:4][CH:3]=1. (3) The product is: [F:1][C:2]1[CH:3]=[CH:4][C:5]([NH:8][C:9](=[O:14])[C:10]([CH3:11])([CH3:13])[CH3:12])=[C:6]([C:25]2([OH:28])[CH2:24][CH2:23][N:22]([CH2:15]/[CH:16]=[CH:21]/[C:20]3[CH:19]=[CH:18][C:17]([Cl:29])=[CH:35][CH:34]=3)[CH2:27][CH2:26]2)[CH:7]=1. Given the reactants [F:1][C:2]1[CH:7]=[CH:6][C:5]([NH:8][C:9](=[O:14])[C:10]([CH3:13])([CH3:12])[CH3:11])=[CH:4][CH:3]=1.[CH2:15]([N:22]1[CH2:27][CH2:26][C:25](=[O:28])[CH2:24][CH2:23]1)[C:16]1[CH:21]=[CH:20][CH:19]=[CH:18][CH:17]=1.[ClH:29].CCCC[CH2:34][CH3:35], predict the reaction product. (4) Given the reactants [F:1][C:2]1[CH:3]=[CH:4][C:5]([OH:26])=[C:6]2[C:11]=1[NH:10][C:9](=[O:12])[C:8]([CH2:13][C:14]1[CH:19]=[CH:18][C:17]([N:20]3[CH:24]=[CH:23][CH:22]=[N:21]3)=[CH:16][CH:15]=1)=[C:7]2[CH3:25].[CH3:27][O:28][C:29](=[O:32])[CH2:30]Br, predict the reaction product. The product is: [CH3:27][O:28][C:29](=[O:32])[CH2:30][O:26][C:5]1[CH:4]=[CH:3][C:2]([F:1])=[C:11]2[C:6]=1[C:7]([CH3:25])=[C:8]([CH2:13][C:14]1[CH:19]=[CH:18][C:17]([N:20]3[CH:24]=[CH:23][CH:22]=[N:21]3)=[CH:16][CH:15]=1)[C:9](=[O:12])[NH:10]2.